From a dataset of Catalyst prediction with 721,799 reactions and 888 catalyst types from USPTO. Predict which catalyst facilitates the given reaction. (1) Product: [Br:1][C:2]1[CH:3]=[CH:4][C:5]2[N:10]=[C:11]([CH2:12][CH:13]([CH3:15])[CH3:14])[N:8]([CH3:9])[C:6]=2[CH:7]=1. The catalyst class is: 3. Reactant: [Br:1][C:2]1[CH:7]=[C:6]([NH:8][CH3:9])[C:5]([NH2:10])=[CH:4][CH:3]=1.[C:11](O)(=O)[CH2:12][CH:13]([CH3:15])[CH3:14].C(N(CC)C(C)C)(C)C.CN(C(ON1N=NC2C=CC=NC1=2)=[N+](C)C)C.F[P-](F)(F)(F)(F)F.[Cl-].[Cl-].[Ca+2]. (2) Reactant: [Br:1][C:2]1[C:10]2[N:9]=[C:8]([CH3:11])[NH:7][C:6]=2[CH:5]=[C:4]([N:12]2[CH2:17][CH2:16][O:15][CH2:14][CH2:13]2)[CH:3]=1.Br[CH2:19][C:20]1[CH:25]=[CH:24][CH:23]=[C:22]([CH3:26])[C:21]=1[CH3:27].C(=O)([O-])[O-].[K+].[K+].O. Product: [Br:1][C:2]1[C:10]2[N:9]=[C:8]([CH3:11])[N:7]([CH2:19][C:20]3[CH:25]=[CH:24][CH:23]=[C:22]([CH3:26])[C:21]=3[CH3:27])[C:6]=2[CH:5]=[C:4]([N:12]2[CH2:17][CH2:16][O:15][CH2:14][CH2:13]2)[CH:3]=1. The catalyst class is: 9.